From a dataset of Forward reaction prediction with 1.9M reactions from USPTO patents (1976-2016). Predict the product of the given reaction. (1) The product is: [Br:20][C:21]1[C:22]([C:12]2[S:11][C:10]([CH:8]([C:5]3[CH:6]=[CH:7][C:2]([F:1])=[CH:3][CH:4]=3)[CH3:9])=[N:14][CH:13]=2)=[N:23][C:24]([Cl:27])=[N:25][CH:26]=1. Given the reactants [F:1][C:2]1[CH:7]=[CH:6][C:5]([CH:8]([C:10]2[S:11][CH:12]=[CH:13][N:14]=2)[CH3:9])=[CH:4][CH:3]=1.C([Li])(C)(C)C.[Br:20][C:21]1[CH:22]=[N:23][C:24]([Cl:27])=[N:25][CH:26]=1.ClC1C(=O)C(C#N)=C(C#N)C(=O)C=1Cl, predict the reaction product. (2) Given the reactants N[C:2]1[CH:11]=[C:10]2[C:5]([CH2:6][CH2:7][O:8][C:9]2=[O:12])=[CH:4][CH:3]=1.[BrH:13].N([O-])=O.[Na+], predict the reaction product. The product is: [Br:13][C:2]1[CH:11]=[C:10]2[C:5]([CH2:6][CH2:7][O:8][C:9]2=[O:12])=[CH:4][CH:3]=1. (3) Given the reactants [O:1]=[C:2]([C:8]1[S:9][CH:10]=[CH:11][N:12]=1)[CH2:3][C:4]([O:6]C)=O.[CH3:13][O:14][C:15]1[CH:20]=[CH:19][CH:18]=[C:17]([NH2:21])[CH:16]=1, predict the reaction product. The product is: [CH3:13][O:14][C:15]1[CH:16]=[C:17]([NH:21][C:4](=[O:6])[CH2:3][C:2](=[O:1])[C:8]2[S:9][CH:10]=[CH:11][N:12]=2)[CH:18]=[CH:19][CH:20]=1. (4) The product is: [C:1]([O:5][C:6]([NH:8][C@@H:9]([CH2:14][C:15]1[CH:16]=[CH:17][CH:18]=[CH:19][CH:20]=1)[C@H:10]([OH:13])[CH2:11][Cl:12])=[O:7])([CH3:4])([CH3:2])[CH3:3]. Given the reactants [C:1]([O:5][C:6]([NH:8][C@@H:9]([CH2:14][C:15]1[CH:20]=[CH:19][CH:18]=[CH:17][CH:16]=1)[C:10](=[O:13])[CH2:11][Cl:12])=[O:7])([CH3:4])([CH3:3])[CH3:2].C(O)=O.C(N(CC)CC)C, predict the reaction product. (5) Given the reactants [Cl:1][C:2]1[C:3]([C:9](=[N:24][O:25][CH:26]([CH2:28][CH3:29])[CH3:27])[CH2:10][NH:11][C:12](=[O:23])[C:13]2[CH:18]=[CH:17][CH:16]=[CH:15][C:14]=2[C:19]([F:22])([F:21])[F:20])=[N:4][CH:5]=[C:6]([Cl:8])[CH:7]=1.C(C1C=CC=CC=1)(=O)C1C=CC=CC=1, predict the reaction product. The product is: [Cl:1][C:2]1[C:3](/[C:9](=[N:24]\[O:25][CH:26]([CH2:28][CH3:29])[CH3:27])/[CH2:10][NH:11][C:12](=[O:23])[C:13]2[CH:18]=[CH:17][CH:16]=[CH:15][C:14]=2[C:19]([F:21])([F:20])[F:22])=[N:4][CH:5]=[C:6]([Cl:8])[CH:7]=1. (6) Given the reactants [CH3:1][CH2:2][CH2:3][C@H:4]([NH:10][C@H:11]([C:13]([N:15]1[C@@H:23]([C:24]([O:26]CC2C=CC=CC=2)=[O:25])[CH2:22][C@H:21]2[C@@H:16]1[CH2:17][CH2:18][CH2:19][CH2:20]2)=[O:14])[CH3:12])[C:5]([O:7][CH2:8][CH3:9])=[O:6].[CH2:34](O)C, predict the reaction product. The product is: [CH3:1][CH2:2][CH2:3][C@H:4]([NH:10][C@H:11]([C:13]([N:15]1[C@H:23]([C:24]([OH:26])=[O:25])[CH2:22][C@H:21]2[C@@H:16]1[CH2:17][CH2:18][CH2:19][CH2:20]2)=[O:14])[CH3:12])[C:5]([O:7][CH2:8][CH3:9])=[O:6].[CH3:22][C:23]([NH2:15])([CH3:24])[CH3:34]. (7) Given the reactants C([O:8]C(NC1C=CC(C(OC)=O)=CC=1)=O)C1C=CC=CC=1.[N:22]1[C:27]([CH3:28])=CC=[CH:24][C:23]=1C.[NH2:30][NH2:31].[N:32]1[CH:37]=[CH:36][CH:35]=[CH:34][CH:33]=1, predict the reaction product. The product is: [N:32]1[C:37]2[C:24](=[CH:33][CH:34]=[CH:35][CH:36]=2)[CH:23]=[N:22][C:27]=1[C:28]([NH:30][NH2:31])=[O:8]. (8) The product is: [O:1]1[CH2:6][CH2:5][CH2:4][CH2:3][CH:2]1[N:7]1[C:11]([C@H:26]2[CH2:30][CH2:29][CH2:28][C@@H:27]2[OH:31])=[CH:10][CH:9]=[N:8]1. Given the reactants [O:1]1[CH2:6][CH2:5][CH2:4][CH2:3][CH:2]1[N:7]1[CH:11]=[CH:10][CH:9]=[N:8]1.C([Li])CCC.B(F)(F)F.CCOCC.[CH:26]12[O:31][CH:27]1[CH2:28][CH2:29][CH2:30]2.C(=O)([O-])O.[Na+], predict the reaction product.